Dataset: CYP2C19 inhibition data for predicting drug metabolism from PubChem BioAssay. Task: Regression/Classification. Given a drug SMILES string, predict its absorption, distribution, metabolism, or excretion properties. Task type varies by dataset: regression for continuous measurements (e.g., permeability, clearance, half-life) or binary classification for categorical outcomes (e.g., BBB penetration, CYP inhibition). Dataset: cyp2c19_veith. (1) The compound is CCN1CCN(CCCNC(=O)C(NC(=O)C2CCC(C)CC2)C(C)C)CC1. The result is 0 (non-inhibitor). (2) The molecule is O=C(CNc1cccc(Cl)c1)c1ccc(Cl)cc1. The result is 1 (inhibitor).